From a dataset of Reaction yield outcomes from USPTO patents with 853,638 reactions. Predict the reaction yield, written as a fraction of the theoretical maximum amount of product (1.0 means a 100% yield; for example, 0.34 means a 34% yield). (1) The reactants are [C:1]([O:5][C:6]([N:8]1[CH2:13][CH2:12][CH:11]([C:14](=O)[C:15]2[CH:20]=[CH:19][C:18]([Cl:21])=[CH:17][CH:16]=2)[CH2:10][CH2:9]1)=[O:7])([CH3:4])([CH3:3])[CH3:2].C([O-])(=O)C.[NH4+].C([BH3-])#[N:29].[Na+]. The catalyst is CO. The product is [C:1]([O:5][C:6]([N:8]1[CH2:13][CH2:12][CH:11]([CH:14]([NH2:29])[C:15]2[CH:20]=[CH:19][C:18]([Cl:21])=[CH:17][CH:16]=2)[CH2:10][CH2:9]1)=[O:7])([CH3:4])([CH3:3])[CH3:2]. The yield is 0.820. (2) The reactants are [OH:1][C:2]1[CH:9]=[CH:8][C:5]([CH:6]=[O:7])=[CH:4][CH:3]=1.[H-].[Na+].Cl[CH2:13][O:14][CH2:15][CH2:16][O:17][CH3:18]. The catalyst is C1COCC1. The product is [CH3:13][O:14][CH2:15][CH2:16][O:17][CH2:18][O:1][C:2]1[CH:9]=[CH:8][C:5]([CH:6]=[O:7])=[CH:4][CH:3]=1. The yield is 0.600. (3) The reactants are Cl.[NH2:2][CH2:3][C:4]1[CH:5]=[C:6]2[C:10](=[CH:11][CH:12]=1)[C:9](=[O:13])[N:8]([CH:14]1[CH2:19][CH2:18][C:17](=[O:20])[NH:16][C:15]1=[O:21])[CH2:7]2.[N+:22]([C:25]1[CH:26]=[C:27]([N:31]=[C:32]=[O:33])[CH:28]=[CH:29][CH:30]=1)([O-:24])=[O:23]. The catalyst is C(#N)C. The product is [O:21]=[C:15]1[CH:14]([N:8]2[CH2:7][C:6]3[C:10](=[CH:11][CH:12]=[C:4]([CH2:3][NH:2][C:32]([NH:31][C:27]4[CH:28]=[CH:29][CH:30]=[C:25]([N+:22]([O-:24])=[O:23])[CH:26]=4)=[O:33])[CH:5]=3)[C:9]2=[O:13])[CH2:19][CH2:18][C:17](=[O:20])[NH:16]1. The yield is 0.390. (4) The reactants are [CH2:1]([NH:8][C:9]1[CH:14]=[C:13]([NH:15][C:16]2[CH:21]=[CH:20][C:19]([N:22](S(C)(=O)=O)[S:23]([CH3:26])(=[O:25])=[O:24])=[CH:18][CH:17]=2)[N:12]=[CH:11][C:10]=1[CH2:31][C:32]([NH2:34])=[O:33])[C:2]1[CH:7]=[CH:6][CH:5]=[CH:4][CH:3]=1.Cl. The catalyst is CO.[OH-].[Na+].O. The product is [CH2:1]([NH:8][C:9]1[CH:14]=[C:13]([NH:15][C:16]2[CH:17]=[CH:18][C:19]([NH:22][S:23]([CH3:26])(=[O:25])=[O:24])=[CH:20][CH:21]=2)[N:12]=[CH:11][C:10]=1[CH2:31][C:32]([NH2:34])=[O:33])[C:2]1[CH:3]=[CH:4][CH:5]=[CH:6][CH:7]=1. The yield is 0.990. (5) The reactants are Cl[CH:2]([CH2:5][C:6]1[CH:16]=[CH:15][C:9]2[N:10]=[C:11]([S:13][CH3:14])[S:12][C:8]=2[CH:7]=1)[CH:3]=O.[Cl:17][C:18]1[N:23]=[N:22][C:21]([NH2:24])=[CH:20][CH:19]=1.O. The catalyst is C(O)CCC. The product is [Cl:17][C:18]1[CH:19]=[CH:20][C:21]2[N:22]([C:2]([CH2:5][C:6]3[CH:16]=[CH:15][C:9]4[N:10]=[C:11]([S:13][CH3:14])[S:12][C:8]=4[CH:7]=3)=[CH:3][N:24]=2)[N:23]=1. The yield is 0.840. (6) The reactants are [Cl:1][C:2]1[CH:10]=[C:9]2[C:5]([C:6]([C:11]([O:13]C)=[O:12])=[CH:7][NH:8]2)=[CH:4][C:3]=1[C:15]1[CH:20]=[CH:19][C:18]([O:21][C@H:22]2[CH2:27][CH2:26][CH2:25][CH2:24][C@@H:23]2[OH:28])=[CH:17][CH:16]=1.[OH-].[Na+]. The catalyst is CO. The product is [Cl:1][C:2]1[CH:10]=[C:9]2[C:5]([C:6]([C:11]([OH:13])=[O:12])=[CH:7][NH:8]2)=[CH:4][C:3]=1[C:15]1[CH:16]=[CH:17][C:18]([O:21][C@H:22]2[CH2:27][CH2:26][CH2:25][CH2:24][C@@H:23]2[OH:28])=[CH:19][CH:20]=1. The yield is 0.160.